This data is from Forward reaction prediction with 1.9M reactions from USPTO patents (1976-2016). The task is: Predict the product of the given reaction. (1) Given the reactants [Si](O[C@H]([C@H]1C[C@@H](OCCC)CN1C(OC(C)(C)C)=O)[C@@H:10]([NH:20][C:21](=[O:38])[C:22]1[CH:27]=[CH:26][CH:25]=[C:24]([C:28]([N:30]2[CH2:34][CH2:33][CH2:32][C@@H:31]2[CH2:35]OC)=[O:29])[CH:23]=1)[CH2:11]C1C=C(F)C=C(F)C=1)(C(C)(C)C)(C)C.C(OC([C@@H:65]([CH2:93][C:94]1[CH:99]=[CH:98][CH:97]=[CH:96][CH:95]=1)[C@@H:66]([C@H:75]1[CH2:79][C@@H:78]([S:80]([CH2:83][CH2:84][CH3:85])(=[O:82])=[O:81])[CH2:77][N:76]1C(OC(C)(C)C)=O)[O:67][Si](C(C)(C)C)(C)C)=O)C1C=CC=CC=1.C([O:104][C:105]([N:107]1C[C@H](OCCC)C[C@@H]1[C@@H](O[Si](C(C)(C)C)(C)C)[C@@H](NC(C1C=C(C=CC=1)C(O)=O)=O)CC1C=C(F)C=C(F)C=1)=O)(C)(C)C.OOS([O-])=O.[K+].[CH3:153]O, predict the reaction product. The product is: [OH:67][C@H:66]([C@H:75]1[CH2:79][C@@H:78]([S:80]([CH2:83][CH2:84][CH3:85])(=[O:81])=[O:82])[CH2:77][NH:76]1)[C@@H:65]([NH:107][C:105](=[O:104])[C:26]1[CH:27]=[C:22]([C:21]2[O:38][CH:11]=[CH:10][N:20]=2)[CH:23]=[C:24]([C:28]([N:30]([CH2:31][CH2:35][CH3:153])[CH2:34][CH2:33][CH3:32])=[O:29])[CH:25]=1)[CH2:93][C:94]1[CH:95]=[CH:96][CH:97]=[CH:98][CH:99]=1. (2) Given the reactants [C:1]1([C@H:7]([NH:10][C:11]([C:13]2[CH:14]=[CH:15][N:16]3[C:21]=2[CH2:20][CH2:19][CH2:18][CH2:17]3)=[O:12])[CH2:8][CH3:9])[CH:6]=[CH:5][CH:4]=[CH:3][CH:2]=1.[Br:22]N1C(=O)CCC1=O.[OH-].[Na+], predict the reaction product. The product is: [C:1]1([C@H:7]([NH:10][C:11]([C:13]2[CH:14]=[C:15]([Br:22])[N:16]3[C:21]=2[CH2:20][CH2:19][CH2:18][CH2:17]3)=[O:12])[CH2:8][CH3:9])[CH:6]=[CH:5][CH:4]=[CH:3][CH:2]=1. (3) Given the reactants [CH3:1][N:2]([CH:10]1[CH2:15][CH2:14][CH:13]([NH:16][CH2:17][C:18]2[CH:23]=[C:22]([C:24]3[CH:29]=[CH:28][N:27]=[CH:26][CH:25]=3)[CH:21]=[CH:20][C:19]=2[CH3:30])[CH2:12][CH2:11]1)[C:3](=[O:9])[O:4][C:5]([CH3:8])([CH3:7])[CH3:6].[Cl:31][C:32]1[C:33]2[C:43]([F:44])=[CH:42][CH:41]=[C:40]([F:45])[C:34]=2[S:35][C:36]=1[C:37](Cl)=[O:38], predict the reaction product. The product is: [C:5]([O:4][C:3](=[O:9])[N:2]([CH:10]1[CH2:15][CH2:14][CH:13]([N:16]([C:37]([C:36]2[S:35][C:34]3[C:40]([F:45])=[CH:41][CH:42]=[C:43]([F:44])[C:33]=3[C:32]=2[Cl:31])=[O:38])[CH2:17][C:18]2[CH:23]=[C:22]([C:24]3[CH:25]=[CH:26][N:27]=[CH:28][CH:29]=3)[CH:21]=[CH:20][C:19]=2[CH3:30])[CH2:12][CH2:11]1)[CH3:1])([CH3:8])([CH3:7])[CH3:6]. (4) Given the reactants [C:1]1([C:7]2[CH:16]=[C:15]([C:17](O)=[O:18])[C:14]3[C:9](=[CH:10][CH:11]=[CH:12][CH:13]=3)[N:8]=2)[CH:6]=[CH:5][CH:4]=[CH:3][CH:2]=1.[O:20]=[S:21]1(=[O:31])[CH:25]=[CH:24][C:23]2[CH:26]=[CH:27][C:28]([NH2:30])=[CH:29][C:22]1=2.CCN(C(C)C)C(C)C.CN(C(ON1N=NC2C=CC=CC1=2)=[N+](C)C)C.F[P-](F)(F)(F)(F)F, predict the reaction product. The product is: [O:20]=[S:21]1(=[O:31])[CH:25]=[CH:24][C:23]2[CH:26]=[CH:27][C:28]([NH:30][C:17]([C:15]3[C:14]4[C:9](=[CH:10][CH:11]=[CH:12][CH:13]=4)[N:8]=[C:7]([C:1]4[CH:6]=[CH:5][CH:4]=[CH:3][CH:2]=4)[CH:16]=3)=[O:18])=[CH:29][C:22]1=2.